Dataset: Full USPTO retrosynthesis dataset with 1.9M reactions from patents (1976-2016). Task: Predict the reactants needed to synthesize the given product. (1) The reactants are: [Si]([O:8][CH2:9][CH2:10][N:11]([CH:37]([CH3:39])[CH3:38])[C:12]([C:14]1[NH:15][C:16]([CH2:29][C:30]2[CH:35]=[CH:34][CH:33]=[CH:32][C:31]=2[Br:36])=[N:17][C:18](=[O:28])[C:19]=1[O:20][CH2:21][C:22]1[CH:27]=[CH:26][CH:25]=[CH:24][CH:23]=1)=[O:13])(C(C)(C)C)(C)C.Cl. Given the product [OH:8][CH2:9][CH2:10][N:11]([CH:37]([CH3:39])[CH3:38])[C:12]([C:14]1[NH:15][C:16]([CH2:29][C:30]2[CH:35]=[CH:34][CH:33]=[CH:32][C:31]=2[Br:36])=[N:17][C:18](=[O:28])[C:19]=1[O:20][CH2:21][C:22]1[CH:27]=[CH:26][CH:25]=[CH:24][CH:23]=1)=[O:13], predict the reactants needed to synthesize it. (2) Given the product [C:24]([C:27]1[CH:28]=[C:29]([CH:32]=[CH:33][CH:34]=1)[CH:30]=[N:23][NH:22][C:9]1[CH:8]=[C:7]([N:1]2[CH2:6][CH2:5][O:4][CH2:3][CH2:2]2)[N:12]2[N:13]=[C:14]([C:16]3[CH:17]=[CH:18][N:19]=[CH:20][CH:21]=3)[CH:15]=[C:11]2[N:10]=1)([CH3:26])=[CH2:25], predict the reactants needed to synthesize it. The reactants are: [N:1]1([C:7]2[N:12]3[N:13]=[C:14]([C:16]4[CH:21]=[CH:20][N:19]=[CH:18][CH:17]=4)[CH:15]=[C:11]3[N:10]=[C:9]([NH:22][NH2:23])[CH:8]=2)[CH2:6][CH2:5][O:4][CH2:3][CH2:2]1.[C:24]([C:27]1[CH:28]=[C:29]([CH:32]=[CH:33][CH:34]=1)[CH:30]=O)([CH3:26])=[CH2:25]. (3) Given the product [Cl:1][C:2]1[CH:3]=[C:4]([CH:5]=[CH:6][CH:7]=1)[O:8][CH:28]1[CH2:29][N:26]([C:19]2[N:18]=[CH:17][C:16]([F:15])=[CH:25][C:20]=2[C:21]([OH:23])=[O:22])[CH2:27]1, predict the reactants needed to synthesize it. The reactants are: [Cl:1][C:2]1[CH:3]=[C:4]([OH:8])[CH:5]=[CH:6][CH:7]=1.C(=O)([O-])[O-].[K+].[K+].[F:15][C:16]1[CH:17]=[N:18][C:19]([N:26]2[CH2:29][CH:28](OS(C)(=O)=O)[CH2:27]2)=[C:20]([CH:25]=1)[C:21]([O:23]C)=[O:22].[OH-].[Na+].